Dataset: Forward reaction prediction with 1.9M reactions from USPTO patents (1976-2016). Task: Predict the product of the given reaction. Given the reactants [NH2:1][C:2]1[C:7]([C:8]#[N:9])=[C:6]([C:10]2[CH:15]=[CH:14][C:13]([O:16][CH2:17][CH2:18][OH:19])=[CH:12][CH:11]=2)[C:5]([C:20]#[N:21])=[C:4]([SH:22])[N:3]=1.Cl[CH2:24][C:25]1[N:26]=[C:27]([C:30]2[CH:35]=[CH:34][C:33]([Cl:36])=[C:32]([CH3:37])[CH:31]=2)[O:28][CH:29]=1.C(=O)(O)[O-].[Na+], predict the reaction product. The product is: [NH2:1][C:2]1[C:7]([C:8]#[N:9])=[C:6]([C:10]2[CH:11]=[CH:12][C:13]([O:16][CH2:17][CH2:18][OH:19])=[CH:14][CH:15]=2)[C:5]([C:20]#[N:21])=[C:4]([S:22][CH2:24][C:25]2[N:26]=[C:27]([C:30]3[CH:35]=[CH:34][C:33]([Cl:36])=[C:32]([CH3:37])[CH:31]=3)[O:28][CH:29]=2)[N:3]=1.